This data is from Catalyst prediction with 721,799 reactions and 888 catalyst types from USPTO. The task is: Predict which catalyst facilitates the given reaction. (1) Reactant: [C:1]([O:5][C:6]([N:8]1[CH2:13][CH2:12][N:11]([C:14]2[N:22]([C:23]3[CH:28]=[CH:27][CH:26]=[CH:25][C:24]=3[Cl:29])[C:21]3[C:20](=[O:30])[NH:19][C:18](=[O:31])[N:17]([CH2:32][C:33]([O:35][CH3:36])=[O:34])[C:16]=3[N:15]=2)[CH2:10][CH2:9]1)=[O:7])([CH3:4])([CH3:3])[CH3:2].C(=O)([O-])[O-].[K+].[K+].[CH:43]1[CH:48]=[CH:47][C:46]([CH2:49][CH2:50]Br)=[CH:45][CH:44]=1. Product: [C:1]([O:5][C:6]([N:8]1[CH2:13][CH2:12][N:11]([C:14]2[N:22]([C:23]3[CH:28]=[CH:27][CH:26]=[CH:25][C:24]=3[Cl:29])[C:21]3[C:20](=[O:30])[N:19]([CH2:50][CH2:49][C:46]4[CH:47]=[CH:48][CH:43]=[CH:44][CH:45]=4)[C:18](=[O:31])[N:17]([CH2:32][C:33]([O:35][CH3:36])=[O:34])[C:16]=3[N:15]=2)[CH2:10][CH2:9]1)=[O:7])([CH3:4])([CH3:3])[CH3:2]. The catalyst class is: 42. (2) Reactant: [CH2:1]([O:8][C:9]1[CH:10]=[C:11]([CH:24]=O)[C:12]2[S:16][C:15]([NH:17][C:18]([NH:20][CH2:21][CH3:22])=[O:19])=[N:14][C:13]=2[CH:23]=1)[C:2]1[CH:7]=[CH:6][CH:5]=[CH:4][CH:3]=1.Cl.[O:27]([NH2:29])[CH3:28].CCN(C(C)C)C(C)C. Product: [CH2:1]([O:8][C:9]1[CH:10]=[C:11](/[CH:24]=[N:29]/[O:27][CH3:28])[C:12]2[S:16][C:15]([NH:17][C:18]([NH:20][CH2:21][CH3:22])=[O:19])=[N:14][C:13]=2[CH:23]=1)[C:2]1[CH:3]=[CH:4][CH:5]=[CH:6][CH:7]=1. The catalyst class is: 3. (3) Reactant: [C:1]([O:9][CH2:10][C@@H:11]1[C:15]([O:17][C:18](=[O:20])[CH3:19])([CH3:16])[C@:14]([F:22])([CH3:21])[CH:13]([N:23]2[CH:31]=[N:30][C:29]3[C:24]2=[N:25][CH:26]=[N:27][C:28]=3Cl)[O:12]1)(=[O:8])[C:2]1[CH:7]=[CH:6][CH:5]=[CH:4][CH:3]=1.Cl.NCC1CC1.[OH2:39]. Product: [C:1]([O:9][CH2:10][C@@H:11]1[C:15]([O:17][C:18](=[O:20])[CH3:19])([CH3:16])[C@:14]([F:22])([CH3:21])[CH:13]([N:23]2[CH:31]=[N:30][C:29]3[C:28](=[O:39])[NH:27][CH:26]=[N:25][C:24]2=3)[O:12]1)(=[O:8])[C:2]1[CH:7]=[CH:6][CH:5]=[CH:4][CH:3]=1. The catalyst class is: 8. (4) Reactant: [N+:1]([C:4]1[CH:9]=[CH:8][CH:7]=[C:6](/[CH:10]=[CH:11]/[C:12]2[CH:17]=[CH:16][CH:15]=[C:14]([O:18][C:19]([F:22])([F:21])[F:20])[CH:13]=2)[CH:5]=1)([O-])=O.O.O.[Sn](Cl)Cl. Product: [F:20][C:19]([F:21])([F:22])[O:18][C:14]1[CH:13]=[C:12]([CH:17]=[CH:16][CH:15]=1)/[CH:11]=[CH:10]/[C:6]1[CH:5]=[C:4]([CH:9]=[CH:8][CH:7]=1)[NH2:1]. The catalyst class is: 14. (5) Product: [CH3:23][O:24][C:2]1[N:7]=[C:6]2[C:8]([CH3:22])([CH3:21])[N:9]([CH2:12][C:13]3[CH:18]=[CH:17][C:16]([O:19][CH3:20])=[CH:15][CH:14]=3)[C:10](=[O:11])[C:5]2=[CH:4][CH:3]=1. Reactant: Cl[C:2]1[N:7]=[C:6]2[C:8]([CH3:22])([CH3:21])[N:9]([CH2:12][C:13]3[CH:18]=[CH:17][C:16]([O:19][CH3:20])=[CH:15][CH:14]=3)[C:10](=[O:11])[C:5]2=[CH:4][CH:3]=1.[CH3:23][O-:24].[Na+]. The catalyst class is: 3. (6) Product: [F:1][C:2]1[CH:3]=[CH:4][C:5]([C:8]2[O:12][N:11]=[C:10]([C:13]([NH:24][CH2:23][CH2:22][N:19]3[CH2:20][CH2:21][O:16][CH2:17][CH2:18]3)=[O:15])[CH:9]=2)=[CH:6][CH:7]=1. The catalyst class is: 4. Reactant: [F:1][C:2]1[CH:7]=[CH:6][C:5]([C:8]2[O:12][N:11]=[C:10]([C:13]([OH:15])=O)[CH:9]=2)=[CH:4][CH:3]=1.[O:16]1[CH2:21][CH2:20][N:19]([CH2:22][CH2:23][NH2:24])[CH2:18][CH2:17]1.N1C=CC=CC=1.O=P(Cl)(Cl)Cl. (7) Reactant: [F:1][C:2]1[CH:13]=[CH:12][C:5]([CH2:6][O:7][CH2:8][C:9]([OH:11])=O)=[CH:4][CH:3]=1.Cl.CN(C)CCCN=C=NCC.[NH2:26][CH2:27][CH2:28][CH2:29][C:30]1[CH:35]=[CH:34][C:33]([S:36]([NH:39][C:40]2[CH:45]=[CH:44][CH:43]=[CH:42][CH:41]=2)(=[O:38])=[O:37])=[CH:32][CH:31]=1. Product: [F:1][C:2]1[CH:3]=[CH:4][C:5]([CH2:6][O:7][CH2:8][C:9]([NH:26][CH2:27][CH2:28][CH2:29][C:30]2[CH:31]=[CH:32][C:33]([S:36](=[O:38])(=[O:37])[NH:39][C:40]3[CH:41]=[CH:42][CH:43]=[CH:44][CH:45]=3)=[CH:34][CH:35]=2)=[O:11])=[CH:12][CH:13]=1. The catalyst class is: 546. (8) Reactant: C[O:2][C:3](=[O:24])[CH2:4][C:5]1[CH:10]=[C:9]([CH3:11])[C:8]([O:12][C:13]2[N:14]=[N:15][C:16]([Cl:22])=[C:17]([CH:19]([CH3:21])[CH3:20])[CH:18]=2)=[C:7]([Cl:23])[CH:6]=1.[OH-].[Na+]. Product: [Cl:23][C:7]1[CH:6]=[C:5]([CH2:4][C:3]([OH:24])=[O:2])[CH:10]=[C:9]([CH3:11])[C:8]=1[O:12][C:13]1[N:14]=[N:15][C:16]([Cl:22])=[C:17]([CH:19]([CH3:21])[CH3:20])[CH:18]=1. The catalyst class is: 5. (9) Reactant: [Cl:1][C:2]1[C:3]([C:10]2[CH:15]=[C:14]([O:16][CH3:17])[CH:13]=[CH:12][C:11]=2[F:18])=[N:4][CH:5]=[C:6]([CH2:8]Cl)[N:7]=1.[CH:19]1([C@@H:22]([C:29]2[CH:34]=[CH:33][CH:32]=[C:31]([OH:35])[CH:30]=2)[CH2:23][C:24]([O:26][CH2:27][CH3:28])=[O:25])[CH2:21][CH2:20]1.C([O-])([O-])=O.[Cs+].[Cs+]. Product: [Cl:1][C:2]1[N:7]=[C:6]([CH2:8][O:35][C:31]2[CH:30]=[C:29]([C@H:22]([CH:19]3[CH2:20][CH2:21]3)[CH2:23][C:24]([O:26][CH2:27][CH3:28])=[O:25])[CH:34]=[CH:33][CH:32]=2)[CH:5]=[N:4][C:3]=1[C:10]1[CH:15]=[C:14]([O:16][CH3:17])[CH:13]=[CH:12][C:11]=1[F:18]. The catalyst class is: 10. (10) Reactant: [O:1]=[S:2]1(=[O:22])[CH:6]=[CH:5][C:4]2[CH:7]=[CH:8][C:9]([NH:11][C:12](=[O:21])[C:13]3[CH:18]=[CH:17][C:16]([O:19][CH3:20])=[CH:15][CH:14]=3)=[CH:10][C:3]1=2.[OH-:23].[Na+].[CH3:25]O. Product: [CH3:20][O:19][C:16]1[CH:17]=[CH:18][C:13]([C:12]([NH:11][C:9]2[CH:8]=[CH:7][C:4]3[CH:5]([O:23][CH3:25])[CH2:6][S:2](=[O:22])(=[O:1])[C:3]=3[CH:10]=2)=[O:21])=[CH:14][CH:15]=1. The catalyst class is: 25.